This data is from Reaction yield outcomes from USPTO patents with 853,638 reactions. The task is: Predict the reaction yield, written as a fraction of the theoretical maximum amount of product (1.0 means a 100% yield; for example, 0.34 means a 34% yield). (1) The reactants are [CH3:1][O:2][C:3]1[CH:8]=[CH:7][CH:6]=[C:5]([CH3:9])[CH:4]=1.C(#N)C.C1C(=O)N([Br:20])C(=O)C1. No catalyst specified. The product is [Br:20][C:6]1[CH:7]=[CH:8][C:3]([O:2][CH3:1])=[CH:4][C:5]=1[CH3:9]. The yield is 0.860. (2) The reactants are O1CCCCC1[N:7]1[C:15]2[C:10](=[CH:11][C:12]([C:16]3[N:20]=[CH:19][N:18](C(C4C=CC=CC=4)(C4C=CC=CC=4)C4C=CC=CC=4)[N:17]=3)=[CH:13][CH:14]=2)[C:9]([C:40]2[CH:45]=[CH:44][C:43]([NH2:46])=[CH:42][CH:41]=2)=[N:8]1.C(N(CC)CC)C.[O:54]1[CH:58]=[CH:57][CH:56]=[C:55]1[C:59](Cl)=[O:60].C(=O)(O)[O-].[Na+]. The catalyst is O1CCCC1. The product is [NH:17]1[C:16]([C:12]2[CH:11]=[C:10]3[C:15](=[CH:14][CH:13]=2)[NH:7][N:8]=[C:9]3[C:40]2[CH:45]=[CH:44][C:43]([NH:46][C:59]([C:55]3[O:54][CH:58]=[CH:57][CH:56]=3)=[O:60])=[CH:42][CH:41]=2)=[N:20][CH:19]=[N:18]1. The yield is 0.0500. (3) The reactants are FC(F)(F)S(O[C:7]1[C:16]2[C:11](=[CH:12][CH:13]=[C:14]([O:17][CH3:18])[N:15]=2)[N:10]=[CH:9][CH:8]=1)(=O)=O.[O:21]=[C:22]1[CH2:27][NH:26][CH2:25][CH2:24][N:23]1[CH2:28][CH2:29][N:30]1[C:38](=[O:39])[C:37]2[C:32](=[CH:33][CH:34]=[CH:35][CH:36]=2)[C:31]1=[O:40]. The catalyst is CCO. The product is [CH3:18][O:17][C:14]1[N:15]=[C:16]2[C:11](=[CH:12][CH:13]=1)[N:10]=[CH:9][CH:8]=[C:7]2[N:26]1[CH2:25][CH2:24][N:23]([CH2:28][CH2:29][N:30]2[C:31](=[O:40])[C:32]3[C:37](=[CH:36][CH:35]=[CH:34][CH:33]=3)[C:38]2=[O:39])[C:22](=[O:21])[CH2:27]1. The yield is 0.420. (4) The reactants are [O:1]1[CH2:6][CH2:5][N:4]([C:7]2[N:12]3[N:13]=[CH:14][CH:15]=[C:11]3[N:10]=[C:9]([NH:16][C:17]([C:19]3[CH:24]=[CH:23][C:22]([C:25]4([C:28]([O:30]C)=[O:29])[CH2:27][CH2:26]4)=[CH:21][CH:20]=3)=[O:18])[CH:8]=2)[CH2:3][CH2:2]1.[OH-].[Na+].Cl. The catalyst is CO. The product is [O:1]1[CH2:2][CH2:3][N:4]([C:7]2[N:12]3[N:13]=[CH:14][CH:15]=[C:11]3[N:10]=[C:9]([NH:16][C:17]([C:19]3[CH:20]=[CH:21][C:22]([C:25]4([C:28]([OH:30])=[O:29])[CH2:26][CH2:27]4)=[CH:23][CH:24]=3)=[O:18])[CH:8]=2)[CH2:5][CH2:6]1. The yield is 0.230. (5) The reactants are Cl[C:2]1[CH:3]=[CH:4][C:5]2[N:6]([CH:8]=[CH:9][N:10]=2)[N:7]=1.[OH:11][C:12]1[CH:13]=[C:14]([CH:19]=[CH:20][CH:21]=1)[C:15]([O:17][CH3:18])=[O:16].C(=O)([O-])[O-].[K+].[K+].CN1CCCC1=O. The catalyst is O. The product is [N:10]1[CH:9]=[CH:8][N:6]2[C:5]=1[CH:4]=[CH:3][C:2]([O:11][C:12]1[CH:13]=[C:14]([CH:19]=[CH:20][CH:21]=1)[C:15]([O:17][CH3:18])=[O:16])=[N:7]2. The yield is 0.640. (6) The reactants are [Cl:1][C:2]1[CH:7]=[CH:6][C:5]([C:8]2[C:9](N)=[C:10]3[CH:24]=[N:23][N:22]([C:25]4[CH:30]=[CH:29][CH:28]=[CH:27][CH:26]=4)[C:11]3=[N:12][C:13]=2[C:14]2[CH:19]=[CH:18][C:17]([Cl:20])=[CH:16][C:15]=2[Cl:21])=[CH:4][CH:3]=1.[ClH:32].N([O-])=O.[Na+].C([O-])(O)=O.[Na+]. The catalyst is CC#N. The product is [Cl:32][C:9]1[C:8]([C:5]2[CH:4]=[CH:3][C:2]([Cl:1])=[CH:7][CH:6]=2)=[C:13]([C:14]2[CH:19]=[CH:18][C:17]([Cl:20])=[CH:16][C:15]=2[Cl:21])[N:12]=[C:11]2[N:22]([C:25]3[CH:26]=[CH:27][CH:28]=[CH:29][CH:30]=3)[N:23]=[CH:24][C:10]=12. The yield is 0.240.